Dataset: NCI-60 drug combinations with 297,098 pairs across 59 cell lines. Task: Regression. Given two drug SMILES strings and cell line genomic features, predict the synergy score measuring deviation from expected non-interaction effect. (1) Drug 1: CC=C1C(=O)NC(C(=O)OC2CC(=O)NC(C(=O)NC(CSSCCC=C2)C(=O)N1)C(C)C)C(C)C. Drug 2: C1C(C(OC1N2C=NC3=C2NC=NCC3O)CO)O. Cell line: SK-MEL-2. Synergy scores: CSS=45.5, Synergy_ZIP=4.91, Synergy_Bliss=13.1, Synergy_Loewe=-49.8, Synergy_HSA=9.97. (2) Drug 1: CN1CCC(CC1)COC2=C(C=C3C(=C2)N=CN=C3NC4=C(C=C(C=C4)Br)F)OC. Drug 2: CS(=O)(=O)CCNCC1=CC=C(O1)C2=CC3=C(C=C2)N=CN=C3NC4=CC(=C(C=C4)OCC5=CC(=CC=C5)F)Cl. Cell line: HCT-15. Synergy scores: CSS=11.6, Synergy_ZIP=-3.57, Synergy_Bliss=1.15, Synergy_Loewe=-2.58, Synergy_HSA=-0.730.